From a dataset of Full USPTO retrosynthesis dataset with 1.9M reactions from patents (1976-2016). Predict the reactants needed to synthesize the given product. (1) Given the product [O:1]1[CH2:2][CH2:3][N:4]=[C:5]1[C@H:7]([NH:9][C:10]([C:12]1[C:20]2[C:15](=[N:16][CH:17]=[C:18]([C:21]3[C:29]4[C:24](=[CH:25][C:26]([F:30])=[CH:27][CH:28]=4)[N:23]([CH3:31])[N:22]=3)[N:19]=2)[N:14]([CH2:32][O:33][CH2:34][CH2:35][Si:36]([CH3:38])([CH3:37])[CH3:39])[CH:13]=1)=[O:11])[CH3:8], predict the reactants needed to synthesize it. The reactants are: [OH:1][CH2:2][CH2:3][NH:4][C:5]([C@H:7]([NH:9][C:10]([C:12]1[C:20]2[C:15](=[N:16][CH:17]=[C:18]([C:21]3[C:29]4[C:24](=[CH:25][C:26]([F:30])=[CH:27][CH:28]=4)[N:23]([CH3:31])[N:22]=3)[N:19]=2)[N:14]([CH2:32][O:33][CH2:34][CH2:35][Si:36]([CH3:39])([CH3:38])[CH3:37])[CH:13]=1)=[O:11])[CH3:8])=O.CCN(S(F)(F)F)CC.C(=O)([O-])[O-].[K+].[K+]. (2) Given the product [CH3:47][C:35]1[N:34]([CH2:33][C:30]2[CH:31]=[CH:32][C:27]([C:22]3[C:21]([C:19]([OH:20])=[O:18])=[CH:26][CH:25]=[CH:24][CH:23]=3)=[CH:28][CH:29]=2)[C:42]2[C:37]([C:36]=1[CH3:46])=[CH:38][C:39]([C:43](=[O:44])[NH:13][C@H:11]([C:1]1[C:10]3[C:5](=[CH:6][CH:7]=[CH:8][CH:9]=3)[CH:4]=[CH:3][CH:2]=1)[CH3:12])=[CH:40][CH:41]=2, predict the reactants needed to synthesize it. The reactants are: [C:1]1([C@@H:11]([NH2:13])[CH3:12])[C:10]2[C:5](=[CH:6][CH:7]=[CH:8][CH:9]=2)[CH:4]=[CH:3][CH:2]=1.C([O:18][C:19]([C:21]1[CH:26]=[CH:25][CH:24]=[CH:23][C:22]=1[C:27]1[CH:32]=[CH:31][C:30]([CH2:33][N:34]2[C:42]3[C:37](=[CH:38][C:39]([C:43](O)=[O:44])=[CH:40][CH:41]=3)[C:36]([CH3:46])=[C:35]2[CH3:47])=[CH:29][CH:28]=1)=[O:20])(C)(C)C.